This data is from Full USPTO retrosynthesis dataset with 1.9M reactions from patents (1976-2016). The task is: Predict the reactants needed to synthesize the given product. (1) Given the product [CH2:18]([NH:15][C:16]([N:10]1[C:11](=[O:12])[C:6]2[C:7](=[N:8][C:3]([C:2]([F:13])([F:1])[F:14])=[CH:4][CH:5]=2)[O:9]1)=[O:17])[CH2:19][CH2:20][CH2:21][CH2:22][CH3:23], predict the reactants needed to synthesize it. The reactants are: [F:1][C:2]([F:14])([F:13])[C:3]1[N:8]=[C:7]2[O:9][N:10]=[C:11]([OH:12])[C:6]2=[CH:5][CH:4]=1.[N:15]([CH2:18][CH2:19][CH2:20][CH2:21][CH2:22][CH3:23])=[C:16]=[O:17]. (2) Given the product [Cl:1][C:2]1[CH:11]=[C:10]([C:12]([N:17]([CH3:18])[CH3:16])=[O:13])[C:9]2[C:4](=[CH:5][CH:6]=[CH:7][CH:8]=2)[N:3]=1, predict the reactants needed to synthesize it. The reactants are: [Cl:1][C:2]1[CH:11]=[C:10]([C:12](Cl)=[O:13])[C:9]2[C:4](=[CH:5][CH:6]=[CH:7][CH:8]=2)[N:3]=1.Cl.[CH3:16][NH:17][CH3:18]. (3) Given the product [C:22]([CH:20]1[CH2:21][CH:16]([C:11]2[CH:12]=[C:13]3[C:8](=[CH:9][CH:10]=2)[N:7]([C:27]2[CH:28]=[CH:29][C:30]([O:33][CH:34]([CH3:36])[CH3:35])=[CH:31][CH:32]=2)[C:6]([C:4]([OH:5])=[O:3])=[C:14]3[Cl:15])[C:17](=[O:26])[CH2:18][CH2:19]1)([CH3:24])([CH3:25])[CH3:23], predict the reactants needed to synthesize it. The reactants are: C([O:3][C:4]([C:6]1[N:7]([C:27]2[CH:32]=[CH:31][C:30]([O:33][CH:34]([CH3:36])[CH3:35])=[CH:29][CH:28]=2)[C:8]2[C:13]([C:14]=1[Cl:15])=[CH:12][C:11]([CH:16]1[CH2:21][CH:20]([C:22]([CH3:25])([CH3:24])[CH3:23])[CH2:19][CH2:18][C:17]1=[O:26])=[CH:10][CH:9]=2)=[O:5])C.[OH-].[Na+].O. (4) The reactants are: C([N:4]1[CH2:16][C:14]2=[C:15]3[C:10](=[CH:11][CH:12]=[CH:13]2)[C@@H:9]2[CH2:17][CH2:18][CH2:19][C@@H:8]2[N:7]3[CH2:6][CH2:5]1)(=O)C.[OH-].[Na+]. Given the product [CH2:6]1[N:7]2[C:15]3[C:10]([C@@H:9]4[CH2:17][CH2:18][CH2:19][C@@H:8]42)=[CH:11][CH:12]=[CH:13][C:14]=3[CH2:16][NH:4][CH2:5]1, predict the reactants needed to synthesize it.